Dataset: Forward reaction prediction with 1.9M reactions from USPTO patents (1976-2016). Task: Predict the product of the given reaction. Given the reactants C1(P(C2C=CC=CC=2)C2C=CC=CC=2)C=CC=CC=1.O[CH:21]1[CH2:25][CH2:24][N:23]([C:26]([O:28][C:29]([CH3:32])([CH3:31])[CH3:30])=[O:27])[CH2:22]1.C(Br)(Br)(Br)[Br:34], predict the reaction product. The product is: [Br:34][CH:21]1[CH2:25][CH2:24][N:23]([C:26]([O:28][C:29]([CH3:32])([CH3:31])[CH3:30])=[O:27])[CH2:22]1.